From a dataset of NCI-60 drug combinations with 297,098 pairs across 59 cell lines. Regression. Given two drug SMILES strings and cell line genomic features, predict the synergy score measuring deviation from expected non-interaction effect. (1) Drug 1: CC1=CC=C(C=C1)C2=CC(=NN2C3=CC=C(C=C3)S(=O)(=O)N)C(F)(F)F. Drug 2: CS(=O)(=O)OCCCCOS(=O)(=O)C. Cell line: SNB-75. Synergy scores: CSS=5.33, Synergy_ZIP=-3.77, Synergy_Bliss=3.15, Synergy_Loewe=1.62, Synergy_HSA=1.79. (2) Drug 1: B(C(CC(C)C)NC(=O)C(CC1=CC=CC=C1)NC(=O)C2=NC=CN=C2)(O)O. Drug 2: C1CCC(C(C1)[NH-])[NH-].C(=O)(C(=O)[O-])[O-].[Pt+4]. Cell line: SK-OV-3. Synergy scores: CSS=50.5, Synergy_ZIP=0.455, Synergy_Bliss=1.57, Synergy_Loewe=-17.7, Synergy_HSA=3.25. (3) Drug 1: C1=CC(=CC=C1CC(C(=O)O)N)N(CCCl)CCCl.Cl. Drug 2: CC1C(C(CC(O1)OC2CC(CC3=C2C(=C4C(=C3O)C(=O)C5=CC=CC=C5C4=O)O)(C(=O)C)O)N)O. Cell line: 786-0. Synergy scores: CSS=44.1, Synergy_ZIP=-2.96, Synergy_Bliss=-2.37, Synergy_Loewe=-6.64, Synergy_HSA=-2.06. (4) Drug 1: CC1=C(C(=CC=C1)Cl)NC(=O)C2=CN=C(S2)NC3=CC(=NC(=N3)C)N4CCN(CC4)CCO. Drug 2: CC1CCCC2(C(O2)CC(NC(=O)CC(C(C(=O)C(C1O)C)(C)C)O)C(=CC3=CSC(=N3)C)C)C. Synergy scores: CSS=55.1, Synergy_ZIP=-0.417, Synergy_Bliss=-1.41, Synergy_Loewe=-0.185, Synergy_HSA=0.227. Cell line: HT29. (5) Drug 1: CCN(CC)CCNC(=O)C1=C(NC(=C1C)C=C2C3=C(C=CC(=C3)F)NC2=O)C. Drug 2: CC(C)(C1=NC(=CC=C1)N2C3=NC(=NC=C3C(=O)N2CC=C)NC4=CC=C(C=C4)N5CCN(CC5)C)O. Cell line: HT29. Synergy scores: CSS=65.3, Synergy_ZIP=7.71, Synergy_Bliss=8.42, Synergy_Loewe=0.855, Synergy_HSA=12.6.